From a dataset of Reaction yield outcomes from USPTO patents with 853,638 reactions. Predict the reaction yield, written as a fraction of the theoretical maximum amount of product (1.0 means a 100% yield; for example, 0.34 means a 34% yield). (1) The reactants are [N:1]([CH2:4][C:5]([C:7]1[CH:12]=[CH:11][C:10]([N+:13]([O-:15])=[O:14])=[CH:9][CH:8]=1)=[O:6])=[N+]=[N-].[CH3:16][O:17][C:18](=[O:24])[CH2:19][CH2:20][C:21](Cl)=O.C1(P(C2C=CC=CC=2)C2C=CC=CC=2)C=CC=CC=1. The catalyst is ClCCCl. The product is [CH3:16][O:17][C:18](=[O:24])[CH2:19][CH2:20][C:21]1[O:6][C:5]([C:7]2[CH:12]=[CH:11][C:10]([N+:13]([O-:15])=[O:14])=[CH:9][CH:8]=2)=[CH:4][N:1]=1. The yield is 0.230. (2) The reactants are [Cl:1][C:2]1[C:3]2[CH:20]=[C:19]([CH2:21][N:22]3[CH2:26][CH2:25][CH2:24][CH2:23]3)[NH:18][C:4]=2[N:5]=[C:6]([NH:8]C(=O)CCCCCCC)[N:7]=1.Cl[CH2:28][C:29]1[C:34]([CH3:35])=[C:33]([O:36][CH3:37])[C:32]([CH3:38])=[CH:31][N:30]=1.C([O-])([O-])=O.[K+].[K+]. The catalyst is CN(C=O)C. The product is [Cl:1][C:2]1[C:3]2[CH:20]=[C:19]([CH2:21][N:22]3[CH2:23][CH2:24][CH2:25][CH2:26]3)[N:18]([CH2:28][C:29]3[C:34]([CH3:35])=[C:33]([O:36][CH3:37])[C:32]([CH3:38])=[CH:31][N:30]=3)[C:4]=2[N:5]=[C:6]([NH2:8])[N:7]=1. The yield is 0.0100. (3) The reactants are [C:1]([O:5][C:6]([NH:8][C@@H:9]1[CH2:12][N:11](C(C2C=CC=CC=2)C2C=CC=CC=2)[C@H:10]1[CH2:26][CH3:27])=[O:7])([CH3:4])([CH3:3])[CH3:2].[H][H]. The catalyst is CO.[Pd]. The product is [C:1]([O:5][C:6]([NH:8][C@@H:9]1[CH2:12][NH:11][C@H:10]1[CH2:26][CH3:27])=[O:7])([CH3:4])([CH3:3])[CH3:2]. The yield is 0.710. (4) The reactants are [N+:1]([C:4]1[CH:5]=[CH:6][C:7]2[N:12]([CH2:13][CH2:14][N:15]3[CH2:19][CH2:18][CH2:17][CH2:16]3)[CH2:11][CH2:10][O:9][C:8]=2[CH:20]=1)([O-])=O.I.[S:22]1[CH:26]=[CH:25][CH:24]=[C:23]1[C:27](SC)=[NH:28]. The catalyst is CCO.C([O-])(O)=O.[Na+].[Pd]. The product is [N:15]1([CH2:14][CH2:13][N:12]2[CH2:11][CH2:10][O:9][C:8]3[CH:20]=[C:4]([NH:1][C:27]([C:23]4[S:22][CH:26]=[CH:25][CH:24]=4)=[NH:28])[CH:5]=[CH:6][C:7]2=3)[CH2:19][CH2:18][CH2:17][CH2:16]1. The yield is 0.360. (5) The reactants are [Cl:1][C:2]1[C:7]([CH2:8][N:9]([CH2:20][C:21]2[CH:22]=[C:23]([CH:35]=[CH:36][CH:37]=2)[CH2:24][N:25]2[CH:29]([C:30](O)=[O:31])[CH2:28][CH2:27][S:26]2(=[O:34])=[O:33])[C@H:10]([CH2:16][N:17]([CH3:19])[CH3:18])[CH2:11][C:12]([CH3:15])([CH3:14])[CH3:13])=[C:6]([F:38])[C:5]([O:39][CH3:40])=[CH:4][CH:3]=1.[C:41]12([NH2:51])[CH2:50][CH:45]3[CH2:46][CH:47]([CH2:49][CH:43]([CH2:44]3)[CH2:42]1)[CH2:48]2. No catalyst specified. The product is [C:41]12([NH:51][C:30]([CH:29]3[CH2:28][CH2:27][S:26](=[O:33])(=[O:34])[N:25]3[CH2:24][C:23]3[CH:35]=[CH:36][CH:37]=[C:21]([CH2:20][N:9]([CH2:8][C:7]4[C:2]([Cl:1])=[CH:3][CH:4]=[C:5]([O:39][CH3:40])[C:6]=4[F:38])[C@H:10]([CH2:16][N:17]([CH3:19])[CH3:18])[CH2:11][C:12]([CH3:14])([CH3:15])[CH3:13])[CH:22]=3)=[O:31])[CH2:48][CH:47]3[CH2:46][CH:45]([CH2:44][CH:43]([CH2:49]3)[CH2:42]1)[CH2:50]2. The yield is 0.680. (6) The reactants are C[O:2][C:3](=O)[CH2:4][CH2:5][CH2:6][CH:7]1[CH2:12][CH2:11][N:10]([CH2:13][CH2:14][O:15][CH2:16][C:17]2[CH:22]=[CH:21][CH:20]=[CH:19][CH:18]=2)[CH2:9][CH2:8]1.[NH3:24]. The catalyst is CO. The product is [CH2:16]([O:15][CH2:14][CH2:13][N:10]1[CH2:11][CH2:12][CH:7]([CH2:6][CH2:5][CH2:4][C:3]([NH2:24])=[O:2])[CH2:8][CH2:9]1)[C:17]1[CH:22]=[CH:21][CH:20]=[CH:19][CH:18]=1. The yield is 0.780. (7) The reactants are [NH2:1]/[C:2](/[C@@H:5]([NH:9][C:10](=[O:16])[O:11][C:12]([CH3:15])([CH3:14])[CH3:13])[CH2:6][C:7]#[CH:8])=C\O.C(N1C=CN=C1)(N1C=CN=C1)=O. The catalyst is O1CCCC1. The product is [C:12]([O:11][C:10](=[O:16])[NH:9][C@H:5]([C:2]#[N:1])[CH2:6][C:7]#[CH:8])([CH3:15])([CH3:13])[CH3:14]. The yield is 0.450. (8) The reactants are [CH3:1][O:2][CH:3]1[CH2:6][N:5]([C:7]([N:9]2[CH2:14][CH:13]([C:15]3[CH:20]=[CH:19][C:18]([C:21]([F:24])([F:23])[F:22])=[CH:17][CH:16]=3)[CH2:12][CH:11]([C:25](O)=[O:26])[CH2:10]2)=[O:8])[CH2:4]1.O[NH:29][C:30](=[NH:32])[CH3:31]. No catalyst specified. The product is [CH3:1][O:2][CH:3]1[CH2:6][N:5]([C:7]([N:9]2[CH2:14][CH:13]([C:15]3[CH:20]=[CH:19][C:18]([C:21]([F:24])([F:23])[F:22])=[CH:17][CH:16]=3)[CH2:12][CH:11]([C:25]3[O:26][N:32]=[C:30]([CH3:31])[N:29]=3)[CH2:10]2)=[O:8])[CH2:4]1. The yield is 0.500. (9) The product is [CH3:9][O:8][C@H:7]([CH3:10])[C@H:6]([NH:5][C:3]([O:2][CH3:1])=[O:4])[C:11]([N:13]1[CH2:17][CH2:16][CH2:15][C@H:14]1[C:18]1[NH:19][C:20]([C:23]2[CH:28]=[C:27]3[CH2:29][O:30][C:31]4[CH:58]=[C:57]5[C:34]([CH:35]=[CH:36][C:37]6[N:41]=[C:40]([C@@H:42]7[CH2:46][C@H:45]([CH2:47][O:48][CH3:49])[CH2:44][N:43]7[C:66](=[O:67])[C@H:65]([NH:64][C:62](=[O:63])[O:61][CH3:60])[C:69]7[CH:74]=[CH:73][CH:72]=[CH:71][CH:70]=7)[NH:39][C:38]=65)=[CH:33][C:32]=4[C:26]3=[CH:25][CH:24]=2)=[CH:21][N:22]=1)=[O:12]. The reactants are [CH3:1][O:2][C:3]([NH:5][C@H:6]([C:11]([N:13]1[CH2:17][CH2:16][CH2:15][C@H:14]1[C:18]1[NH:19][C:20]([C:23]2[CH:28]=[C:27]3[CH2:29][O:30][C:31]4[CH:58]=[C:57]5[C:34]([CH:35]=[CH:36][C:37]6[N:41]=[C:40]([C@@H:42]7[CH2:46][C@H:45]([CH2:47][O:48][CH3:49])[CH2:44][N:43]7C(OC(C)(C)C)=O)[NH:39][C:38]=65)=[CH:33][C:32]=4[C:26]3=[CH:25][CH:24]=2)=[CH:21][N:22]=1)=[O:12])[C@@H:7]([CH3:10])[O:8][CH3:9])=[O:4].Cl.[CH3:60][O:61][C:62]([NH:64][C@H:65]([C:69]1[CH:74]=[CH:73][CH:72]=[CH:71][CH:70]=1)[C:66](O)=[O:67])=[O:63].CCN(C(C)C)C(C)C.CCOC(C(C#N)=NOC(N1CCOCC1)=[N+](C)C)=O.F[P-](F)(F)(F)(F)F. The yield is 0.460. The catalyst is C(Cl)Cl.CO.